This data is from Catalyst prediction with 721,799 reactions and 888 catalyst types from USPTO. The task is: Predict which catalyst facilitates the given reaction. (1) Reactant: [CH3:1][S:2][C:3]1[C:4]2[N:5]([C:9]([C:12]3[CH:21]=[CH:20][C:15]([C:16]([O:18]C)=[O:17])=[CH:14][CH:13]=3)=[CH:10][N:11]=2)[CH:6]=[CH:7][N:8]=1.[Li+].[OH-].Cl. Product: [CH3:1][S:2][C:3]1[C:4]2[N:5]([C:9]([C:12]3[CH:21]=[CH:20][C:15]([C:16]([OH:18])=[O:17])=[CH:14][CH:13]=3)=[CH:10][N:11]=2)[CH:6]=[CH:7][N:8]=1. The catalyst class is: 36. (2) Reactant: [CH:1]1([C@@H:7]([NH:9][C:10]([C:12]2[CH:13]=[C:14]3[C:18](=[CH:19][CH:20]=2)[NH:17][N:16]=[C:15]3I)=[O:11])[CH3:8])[CH2:6][CH2:5][CH2:4][CH2:3][CH2:2]1.[O:22]1[CH2:27][CH2:26][N:25]([C:28]2[CH:33]=[CH:32][C:31](B3OC(C)(C)C(C)(C)O3)=[CH:30][CH:29]=2)[CH2:24][CH2:23]1.C([O-])([O-])=O.[Na+].[Na+]. Product: [CH:1]1([C@@H:7]([NH:9][C:10]([C:12]2[CH:13]=[C:14]3[C:18](=[CH:19][CH:20]=2)[NH:17][N:16]=[C:15]3[C:31]2[CH:30]=[CH:29][C:28]([N:25]3[CH2:24][CH2:23][O:22][CH2:27][CH2:26]3)=[CH:33][CH:32]=2)=[O:11])[CH3:8])[CH2:6][CH2:5][CH2:4][CH2:3][CH2:2]1. The catalyst class is: 780. (3) Reactant: [F:1][C:2]([F:17])([F:16])[C:3]1[C:11]2[CH2:10][CH2:9][CH2:8][CH2:7][C:6]=2[N:5]([CH2:12][C:13]([OH:15])=O)[N:4]=1.[Cl:18][C:19]1[CH:20]=[C:21]([NH2:30])[C:22]2[O:26][C:25]([CH3:28])([CH3:27])[CH2:24][C:23]=2[CH:29]=1.CCN=C=NCCCN(C)C.C1C=CC2N(O)N=NC=2C=1.C(N(CC)CC)C. Product: [Cl:18][C:19]1[CH:20]=[C:21]([NH:30][C:13](=[O:15])[CH2:12][N:5]2[C:6]3[CH2:7][CH2:8][CH2:9][CH2:10][C:11]=3[C:3]([C:2]([F:1])([F:17])[F:16])=[N:4]2)[C:22]2[O:26][C:25]([CH3:28])([CH3:27])[CH2:24][C:23]=2[CH:29]=1. The catalyst class is: 136. (4) Reactant: [CH:1]1([S:4]([NH2:7])(=[O:6])=[O:5])[CH2:3][CH2:2]1.[CH3:8][C:9]([O:12][C:13](O[C:13]([O:12][C:9]([CH3:11])([CH3:10])[CH3:8])=[O:14])=[O:14])([CH3:11])[CH3:10]. Product: [C:13]([NH:7][S:4]([CH:1]1[CH2:3][CH2:2]1)(=[O:6])=[O:5])([O:12][C:9]([CH3:11])([CH3:10])[CH3:8])=[O:14]. The catalyst class is: 2.